Dataset: Reaction yield outcomes from USPTO patents with 853,638 reactions. Task: Predict the reaction yield, written as a fraction of the theoretical maximum amount of product (1.0 means a 100% yield; for example, 0.34 means a 34% yield). (1) The reactants are [C:1]([C:3]1[C:7]([CH3:8])=[C:6]([CH3:9])[S:5][C:4]=1[NH:10][C:11]([NH:13]C(=O)C1C=CC=CC=1)=[S:12])#[N:2].[OH-].[Na+]. The catalyst is CCO. The product is [NH2:2][C:1]1[C:3]2[C:7]([CH3:8])=[C:6]([CH3:9])[S:5][C:4]=2[NH:10][C:11](=[S:12])[N:13]=1. The yield is 0.870. (2) The reactants are [Cl:1][C:2]1[CH:3]=[C:4]2[C:8](=[CH:9][CH:10]=1)[NH:7][CH:6]=[C:5]2[CH2:11][CH2:12][NH:13][C:14](=[O:23])[C:15]1[CH:20]=[CH:19][C:18]([CH2:21]Cl)=[CH:17][CH:16]=1.[C:24]1([CH3:33])[CH:29]=[CH:28][CH:27]=[CH:26][C:25]=1B(O)O.C(=O)([O-])[O-].[Na+].[Na+].[I-].[Na+]. The catalyst is C(COC)OC.O.C1C=CC([P]([Pd]([P](C2C=CC=CC=2)(C2C=CC=CC=2)C2C=CC=CC=2)([P](C2C=CC=CC=2)(C2C=CC=CC=2)C2C=CC=CC=2)[P](C2C=CC=CC=2)(C2C=CC=CC=2)C2C=CC=CC=2)(C2C=CC=CC=2)C2C=CC=CC=2)=CC=1. The product is [Cl:1][C:2]1[CH:3]=[C:4]2[C:8](=[CH:9][CH:10]=1)[NH:7][CH:6]=[C:5]2[CH2:11][CH2:12][NH:13][C:14](=[O:23])[C:15]1[CH:20]=[CH:19][C:18]([CH2:21][C:25]2[CH:26]=[CH:27][CH:28]=[CH:29][C:24]=2[CH3:33])=[CH:17][CH:16]=1. The yield is 0.570. (3) The reactants are [CH3:1][C:2]1[CH:7]=[CH:6][CH:5]=[CH:4][C:3]=1[C:8](=[O:10])[CH3:9].Cl.[Br:12]Br. The catalyst is C(O)(=O)C. The product is [Br:12][CH2:9][C:8]([C:3]1[CH:4]=[CH:5][CH:6]=[CH:7][C:2]=1[CH3:1])=[O:10]. The yield is 0.960. (4) The reactants are [CH3:1][O:2][CH2:3][CH2:4][N:5]1[CH:9]=[C:8]([N+:10]([O-:12])=[O:11])[CH:7]=[N:6]1.C[Si]([N-][Si](C)(C)C)(C)C.[Li+].[Cl:23]C(Cl)(Cl)C(Cl)(Cl)Cl. The catalyst is C1COCC1.[Cl-].[Na+].O. The product is [Cl:23][C:9]1[N:5]([CH2:4][CH2:3][O:2][CH3:1])[N:6]=[CH:7][C:8]=1[N+:10]([O-:12])=[O:11]. The yield is 0.830. (5) The reactants are [CH2:1]([NH:4][C:5]1[N:10]=[C:9]([NH:11][CH2:12][C:13]#[CH:14])[N:8]=[C:7]([NH:15][O:16][CH2:17][C:18]#[CH:19])[N:6]=1)[CH2:2][CH3:3].[ClH:20].C(OCC)C.Cl.C(NC1N=C(NCCC)N=C(N(CC#C)OC)N=1)CC. No catalyst specified. The product is [ClH:20].[CH2:1]([NH:4][C:5]1[N:10]=[C:9]([NH:11][CH2:12][C:13]#[CH:14])[N:8]=[C:7]([NH:15][O:16][CH2:17][C:18]#[CH:19])[N:6]=1)[CH2:2][CH3:3]. The yield is 1.00. (6) The reactants are [F:1][C:2]1[CH:7]=[CH:6][C:5]([CH:8]2[N:13]([C:14]([NH:16][CH2:17][CH2:18][CH2:19][C:20](O)=[O:21])=[O:15])[C:12](=[O:23])[NH:11][C:10]([CH3:24])=[C:9]2[C:25]([O:27][CH3:28])=[O:26])=[CH:4][CH:3]=1.[C:29]([O:33][C:34]([N:36]1[CH2:41][CH2:40][CH:39]([C:42]2[CH:47]=[CH:46][CH:45]=[C:44]([NH2:48])[CH:43]=2)[CH2:38][CH2:37]1)=[O:35])([CH3:32])([CH3:31])[CH3:30].Cl.CN(C)CCCN=C=NCC.C(Cl)Cl. The catalyst is CN(C)C1C=CN=CC=1.CN(C=O)C.O. The product is [C:29]([O:33][C:34]([N:36]1[CH2:41][CH2:40][CH:39]([C:42]2[CH:43]=[C:44]([CH:45]=[CH:46][CH:47]=2)[NH:48][C:20](=[O:21])[CH2:19][CH2:18][CH2:17][NH:16][C:14]([N:13]2[CH:8]([C:5]3[CH:6]=[CH:7][C:2]([F:1])=[CH:3][CH:4]=3)[C:9]([C:25]([O:27][CH3:28])=[O:26])=[C:10]([CH3:24])[NH:11][C:12]2=[O:23])=[O:15])[CH2:38][CH2:37]1)=[O:35])([CH3:32])([CH3:30])[CH3:31]. The yield is 0.332.